Task: Predict the reaction yield, written as a fraction of the theoretical maximum amount of product (1.0 means a 100% yield; for example, 0.34 means a 34% yield).. Dataset: Reaction yield outcomes from USPTO patents with 853,638 reactions (1) The reactants are O=C[C:3]([O:5][CH2:6][CH3:7])=O.COC1C=C(N)C(N)=CC=1.CO[C:20]1[CH:21]=[C:22]2[C:27](=CC=1)[NH:26][C:25](=[O:30])[CH:24]=[N:23]2. The catalyst is C1(C)C=CC=CC=1.C(O)C. The product is [CH3:3][O:5][C:6]1[CH:7]=[C:27]2[C:22]([N:23]=[CH:24][C:25](=[O:30])[NH:26]2)=[CH:21][CH:20]=1. The yield is 0.420. (2) The reactants are Cl[C:2]1[C:3](=[O:12])[N:4]([CH2:9][O:10][CH3:11])[N:5]=[CH:6][C:7]=1[Cl:8].[CH3:13][O-:14].[Na+]. The catalyst is O1CCOCC1. The product is [Cl:8][C:7]1[CH:6]=[N:5][N:4]([CH2:9][O:10][CH3:11])[C:3](=[O:12])[C:2]=1[O:14][CH3:13]. The yield is 0.930. (3) The reactants are [Cl:1][C:2]1[CH:7]=[CH:6][N:5]=[C:4]([N:8]2[CH2:20][CH2:19][C:18]3[N:17]4[C:12]([CH2:13][CH2:14][CH2:15][CH2:16]4)=[CH:11][C:10]=3[C:9]2=[O:21])[C:3]=1[CH2:22][OH:23].C(N(CC)CC)C.[C:31](Cl)(=[O:33])[CH3:32]. The catalyst is ClCCl. The yield is 0.900. The product is [C:31]([O:23][CH2:22][C:3]1[C:4]([N:8]2[CH2:20][CH2:19][C:18]3[N:17]4[C:12]([CH2:13][CH2:14][CH2:15][CH2:16]4)=[CH:11][C:10]=3[C:9]2=[O:21])=[N:5][CH:6]=[CH:7][C:2]=1[Cl:1])(=[O:33])[CH3:32]. (4) The product is [I:14][C:15]1[CH:16]=[C:17]([CH:18]=[CH:19][CH:20]=1)[O:21][C:8]1[CH:13]=[CH:12][CH:11]=[CH:10][N:9]=1. The reactants are C(=O)([O-])[O-].[Cs+].[Cs+].I[C:8]1[CH:13]=[CH:12][CH:11]=[CH:10][N:9]=1.[I:14][C:15]1[CH:16]=[C:17]([OH:21])[CH:18]=[CH:19][CH:20]=1. The yield is 0.760. The catalyst is CN(C=O)C.[Cu]. (5) The reactants are [CH2:1]([OH:5])[CH2:2][CH:3]=[CH2:4].CC1C=CC(S([O-])(=O)=O)=CC=1.C1C=C[NH+]=CC=1.[O:23]1[CH:28]=[CH:27][CH2:26][CH2:25][CH2:24]1. The catalyst is C(Cl)Cl. The product is [CH2:1]([O:5][CH:24]1[CH2:25][CH2:26][CH2:27][CH2:28][O:23]1)[CH2:2][C:3]#[CH:4]. The yield is 0.860. (6) The reactants are Cl.C([O:4][CH2:5][CH2:6][O:7][NH:8][C:9]([C:11]1[C:20]([NH:21][C:22]2[CH:27]=[CH:26][C:25]([Br:28])=[CH:24][C:23]=2[Cl:29])=[C:19]([F:30])[C:14]2[N:15]=[CH:16][N:17]([CH3:18])[C:13]=2[CH:12]=1)=[O:10])=C. The catalyst is C(O)C. The product is [OH:4][CH2:5][CH2:6][O:7][NH:8][C:9]([C:11]1[C:20]([NH:21][C:22]2[CH:27]=[CH:26][C:25]([Br:28])=[CH:24][C:23]=2[Cl:29])=[C:19]([F:30])[C:14]2[N:15]=[CH:16][N:17]([CH3:18])[C:13]=2[CH:12]=1)=[O:10]. The yield is 1.00. (7) The reactants are [C:1]1(=[O:13])[N:5]([CH2:6][CH2:7][CH2:8][C:9]([OH:11])=O)[C:4](=[O:12])[CH:3]=[CH:2]1.[NH:14]([C:16]([O:18][C:19]([CH3:22])([CH3:21])[CH3:20])=[O:17])[NH2:15].C(Cl)CCl. The catalyst is C(Cl)Cl. The product is [O:13]=[C:1]1[CH:2]=[CH:3][C:4](=[O:12])[N:5]1[CH2:6][CH2:7][CH2:8][C:9]([NH:15][NH:14][C:16]([O:18][C:19]([CH3:22])([CH3:21])[CH3:20])=[O:17])=[O:11]. The yield is 0.850. (8) The yield is 0.450. The product is [F:6][C:7]1[C:16]2[C:11](=[CH:12][CH:13]=[CH:14][CH:15]=2)[C:10]([C@H:17]([NH:26][S:24]([C:20]([CH3:23])([CH3:22])[CH3:21])=[O:25])[CH3:18])=[CH:9][CH:8]=1. The catalyst is CC(C)[O-].CC(C)[O-].CC(C)[O-].CC(C)[O-].[Ti+4].O.CO. The reactants are O1CCCC1.[F:6][C:7]1[C:16]2[C:11](=[CH:12][CH:13]=[CH:14][CH:15]=2)[C:10]([C:17](=O)[CH3:18])=[CH:9][CH:8]=1.[C:20]([S@:24]([NH2:26])=[O:25])([CH3:23])([CH3:22])[CH3:21].[BH4-].[Na+]. (9) The reactants are C[Si]([N-][Si](C)(C)C)(C)C.[Li+].F[C:12]1[C:13]([C:18]2[NH:27][C:26](=[O:28])[C:25]3[C:20](=[CH:21][C:22]([O:31][CH3:32])=[CH:23][C:24]=3[O:29][CH3:30])[N:19]=2)=[N:14][CH:15]=[CH:16][CH:17]=1.Cl.[NH2:34][C@@H:35]1[CH2:40][CH2:39][C@H:38]([C:41]([NH:43][CH:44]([CH3:46])[CH3:45])=[O:42])[CH2:37][CH2:36]1. The catalyst is C1COCC1.[NH4+].[Cl-]. The product is [CH3:30][O:29][C:24]1[CH:23]=[C:22]([O:31][CH3:32])[CH:21]=[C:20]2[C:25]=1[C:26](=[O:28])[NH:27][C:18]([C:13]1[C:12]([NH:34][C@@H:35]3[CH2:36][CH2:37][C@H:38]([C:41]([NH:43][CH:44]([CH3:46])[CH3:45])=[O:42])[CH2:39][CH2:40]3)=[CH:17][CH:16]=[CH:15][N:14]=1)=[N:19]2. The yield is 0.160.